Dataset: Reaction yield outcomes from USPTO patents with 853,638 reactions. Task: Predict the reaction yield, written as a fraction of the theoretical maximum amount of product (1.0 means a 100% yield; for example, 0.34 means a 34% yield). (1) The reactants are [CH3:1][O:2][CH2:3][C:4]([NH2:6])=[O:5].C(Cl)(=O)[C:8](Cl)=[O:9].[CH3:13][N:14]1[CH:18]=[C:17]([C:19]2[CH:24]=[C:23]([O:25][C:26]3[CH:27]=[CH:28][C:29]([NH2:32])=[N:30][CH:31]=3)[CH:22]=[CH:21][N:20]=2)[CH:16]=[N:15]1.N1C=CC=CC=1. The catalyst is ClCCCl.C1COCC1. The product is [CH3:1][O:2][CH2:3][C:4]([NH:6][C:8](=[O:9])[NH:32][C:29]1[CH:28]=[CH:27][C:26]([O:25][C:23]2[CH:22]=[CH:21][N:20]=[C:19]([C:17]3[CH:16]=[N:15][N:14]([CH3:13])[CH:18]=3)[CH:24]=2)=[CH:31][N:30]=1)=[O:5]. The yield is 0.870. (2) The reactants are [H-].[Na+].[NH:3]1[CH:7]=[CH:6][N:5]=[CH:4]1.Cl[C:9]1[CH:16]=[C:15]([C:17]([F:20])([F:19])[F:18])[CH:14]=[CH:13][C:10]=1[C:11]#[N:12].O. The catalyst is CN(C=O)C. The product is [N:3]1([C:9]2[CH:16]=[C:15]([C:17]([F:18])([F:20])[F:19])[CH:14]=[CH:13][C:10]=2[C:11]#[N:12])[CH:7]=[CH:6][N:5]=[CH:4]1. The yield is 0.730. (3) The reactants are [CH2:1]([N:8]1[CH2:12][CH2:11][CH:10]([N:13]2[CH2:17][CH2:16][C@@H:15]([Br:18])[C:14]2=[O:19])[CH2:9]1)[C:2]1[CH:7]=[CH:6][CH:5]=[CH:4][CH:3]=1.[CH:20]1[CH:25]=[CH:24][C:23]([P:26]([C:33]2[CH:38]=[CH:37][CH:36]=[CH:35][CH:34]=2)[C:27]2[CH:32]=[CH:31][CH:30]=[CH:29][CH:28]=2)=[CH:22][CH:21]=1. The catalyst is C1(C)C=CC=CC=1.CCOC(C)=O. The product is [Br-:18].[CH2:1]([N:8]1[CH2:12][CH2:11][CH:10]([N:13]2[CH2:17][CH2:16][C@@H:15]([P+:26]([C:27]3[CH:28]=[CH:29][CH:30]=[CH:31][CH:32]=3)([C:33]3[CH:38]=[CH:37][CH:36]=[CH:35][CH:34]=3)[C:23]3[CH:22]=[CH:21][CH:20]=[CH:25][CH:24]=3)[C:14]2=[O:19])[CH2:9]1)[C:2]1[CH:7]=[CH:6][CH:5]=[CH:4][CH:3]=1. The yield is 0.780. (4) The reactants are [CH3:1][C:2]1[NH:3][C:4]2[C:5](=[O:14])[CH2:6][CH2:7][CH2:8][C:9]=2[C:10]=1[C:11]([OH:13])=O.[NH2:15][CH2:16][CH:17]([OH:22])[CH2:18][N:19]([CH3:21])[CH3:20]. No catalyst specified. The product is [CH3:20][N:19]([CH3:21])[CH2:18][CH:17]([OH:22])[CH2:16][NH:15][C:11]([C:10]1[C:9]2[CH2:8][CH2:7][CH2:6][C:5](=[O:14])[C:4]=2[NH:3][C:2]=1[CH3:1])=[O:13]. The yield is 0.820. (5) The reactants are [F:1][CH:2]([F:22])[C:3]1[C:8]([O:9][CH3:10])=[CH:7][C:6](B2OC(C)(C)C(C)(C)O2)=[C:5]([O:20][CH3:21])[CH:4]=1.Cl[C:24]1[C:33]2[C:28](=[CH:29][C:30]([S:34]([N:37](CC3C=CC(OC)=CC=3)[C:38]3[S:39][CH:40]=[CH:41][N:42]=3)(=[O:36])=[O:35])=[CH:31][CH:32]=2)[CH:27]=[CH:26][N:25]=1.C(=O)([O-])[O-].[K+].[K+].Cl. The catalyst is O1CCOCC1.O.C1C=CC(P(C2C=CC=CC=2)[C-]2C=CC=C2)=CC=1.C1C=CC(P(C2C=CC=CC=2)[C-]2C=CC=C2)=CC=1.Cl[Pd]Cl.[Fe+2].C(Cl)Cl. The product is [F:22][CH:2]([F:1])[C:3]1[C:8]([O:9][CH3:10])=[CH:7][C:6]([C:24]2[C:33]3[C:28](=[CH:29][C:30]([S:34]([NH:37][C:38]4[S:39][CH:40]=[CH:41][N:42]=4)(=[O:36])=[O:35])=[CH:31][CH:32]=3)[CH:27]=[CH:26][N:25]=2)=[C:5]([O:20][CH3:21])[CH:4]=1. The yield is 0.176.